This data is from Experimentally validated miRNA-target interactions with 360,000+ pairs, plus equal number of negative samples. The task is: Binary Classification. Given a miRNA mature sequence and a target amino acid sequence, predict their likelihood of interaction. (1) Result: 0 (no interaction). The miRNA is hsa-miR-1228-5p with sequence GUGGGCGGGGGCAGGUGUGUG. The protein sequence of the target gene is MVMKASVDDDDSGWELSMPEKMEKSNTNWVDITQDFEEACRELKLGELLHDKLFGLFEAMSAIEMMDPKMDAGMIGNQVNRKVLNFEQAIKDGTIKIKDLTLPELIGIMDTCFCCLITWLEGHSLAQTVFTCLYIHNPDFIEDPAMKAFALGILKICDIAREKVNKAAVFEEEDFQSMTYGFKMANSVTDLRVTGMLKDVEDDMQRRVKSTRSRQGEERDPEVELEHQQCLAVFSRVKFTRVLLTVLIAFTKKETSAVAEAQKLMVQAADLLSAIHNSLHHGIQAQNDTTKGDHPIMMGF.... (2) The miRNA is hsa-miR-18b-3p with sequence UGCCCUAAAUGCCCCUUCUGGC. The protein sequence of the target gene is MARTKQTARKSTGGKAPRKQLATKAARKSAPATGGVKKPHRYRPGTVALREIRRYQKSTELLIRKLPFQRLVREIAQDFKTDLRFQSSAVMALQEASEAYLVGLFEDTNLCAIHAKRVTIMPKDIQLARRIRGERA. Result: 0 (no interaction). (3) The miRNA is hsa-miR-4722-3p with sequence ACCUGCCAGCACCUCCCUGCAG. The protein sequence of the target gene is MCGIFAYLNYHVPRTRREILETLIKGLQRLEYRGYDSAGVGLDGGNDKDWEANACKIQLIKKKGKVKALDEEVHKQQDMDLDIEFDVHLGIAHTRWATHGEPNPVNSHPQRSDKNNEFIVIHNGIITNYKDLKKFLESKGYDFESETDTETIAKLVKYMYDNWESQDVSFTTLVERVIQQLEGAFALVFKSVHFPGQAVGTRRGSPLLIGVRSEHKLSTDHIPILYRTARTQIGSTWWGSQAERGKDKKGSCGLSRVDSTTCLFPVEEKAVEYYFASDASAVIEHTNRVIFLEDDDVAAV.... Result: 0 (no interaction). (4) The miRNA is hsa-miR-3925-5p with sequence AAGAGAACUGAAAGUGGAGCCU. The protein sequence of the target gene is MAEAMDLGKDPNGPTHSSTLFVREDGSAMSFYVRPSSAKRRLSTLILHGGGTVCRVQEPGAVLLAQPGEALAEASGDFISTQYILDCVDRNEKLDLEAYRLGLTEQASDPKPGASTEGSTEPEPQPLTGRIAYTDAEDVAILTYVKENARSPSSVTGNALWKAMEKSSLTQHSWQSLKDRYLKHLRGQEHKYLLGNAPVSPSSQKLKRKAEQDPEAADSGEPQNKRAPDLPEEECVKGEIKENGEADNKLFEEAAPEFGEAVVDESPDFEIHITMCDGDPPTPEEDSETQPDEEEEEPKV.... Result: 0 (no interaction). (5) The miRNA is hsa-miR-877-5p with sequence GUAGAGGAGAUGGCGCAGGG. The protein sequence of the target gene is MPTNFTVVPVEARADGAGDEAAERTEEPESPESVDQTSPTPGDGNPRENSPFINNVEVERESYFEGKNMALFEEEMDSNPMVSSLLNKLANYTNLSQGVVEHEEDEDSRRREVKAPRMGTFIGVYLPCLQNILGVILFLRLTWIVGAAGVMESFLIVAMCCTCTMLTAISMSAIATNGVVPAGGSYYMISRSLGPEFGGAVGLCFYLGTTFAGAMYILGTIEIFLTYISPSAAIFQAETADGEAAALLNNMRVYGSCALALMAVVVFVGVKYVNKLALVFLACVVLSILAIYAGVIKTAF.... Result: 0 (no interaction). (6) The miRNA is hsa-miR-4670-3p with sequence UGAAGUUACAUCAUGGUCGCUU. The protein sequence of the target gene is MAFLMKKKKFKFQTTFTLEELTAVPFVNGVLFCKVRLLDGGDFVSLSSREEVQENCVRWRKRFTFVCKMSANPATGLLDPCIFRVSVRKELKGGKAYSKLGFTDLNLAEFAGSGSTVRCCLLEGYDTKNTRQDNSILKVTIGMFLLSGDPCFKTPPSTAKSISIPGQDSSLQLTCKGGGTSSGGSSSTNSLTGSRPPKTRPTILGSGLPEEPDQSLSSPEEVFHSGHSRNSSYASQQSKLSGYSTEHSRSSSLSDLTHRRNTSTSSSASGGLSMAVEGPEGMEREHRPSEKPPRPPEKPP.... Result: 0 (no interaction). (7) The miRNA is hsa-miR-548ac with sequence CAAAAACCGGCAAUUACUUUUG. The protein sequence of the target gene is MEANWTAFLFQAHEASHHQQQAAQNSLLPLLSSAVEPPDQKPLLPIPITQKPQGAPETLKDAIGIKKEKPKTSFVCTYCSKAFRDSYHLRRHESCHTGIKLVSRPKKTPTTVVPLISTIAGDSSRTSLVSTIAGILSTVTTSSSGTNPSSSASTTAMPVTQSVKKPSKPVKKNHACEMCGKAFRDVYHLNRHKLSHSDEKPFECPICNQRFKRKDRMTYHVRSHEGGITKPYTCSVCGKGFSRPDHLSCHVKHVHSTERPFKCQTCTAAFATKDRLRTHMVRHEGKVSCNICGKLLSAAY.... Result: 1 (interaction).